This data is from Full USPTO retrosynthesis dataset with 1.9M reactions from patents (1976-2016). The task is: Predict the reactants needed to synthesize the given product. (1) Given the product [CH2:1]([NH:5][C:6](=[O:18])[CH2:7][C@H:8]1[CH2:13][C@@H:12]([CH:14]=[O:15])[O:11][C:10]([CH3:17])([CH3:16])[O:9]1)[CH2:2][CH2:3][CH3:4], predict the reactants needed to synthesize it. The reactants are: [CH2:1]([NH:5][C:6](=[O:18])[CH2:7][C@H:8]1[CH2:13][C@@H:12]([CH2:14][OH:15])[O:11][C:10]([CH3:17])([CH3:16])[O:9]1)[CH2:2][CH2:3][CH3:4].CC1(C)N([O])C(C)(C)CCC1.[Br-].[K+].Cl[O-].[Na+]. (2) The reactants are: N([O-])=O.[Na+].N[C:6]1[CH:15]=[CH:14][CH:13]=[C:12]2[C:7]=1[CH:8]=[CH:9][CH:10]=[N:11]2.[OH-].[Na+].[BrH:18]. Given the product [Br:18][C:6]1[CH:15]=[CH:14][CH:13]=[C:12]2[C:7]=1[CH:8]=[CH:9][CH:10]=[N:11]2, predict the reactants needed to synthesize it. (3) Given the product [Cl:20][C:4]1[CH:3]=[C:2]([CH:7]=[C:6]([Cl:8])[C:5]=1[C:9]([C:11]1[C:19]2[C:14](=[CH:15][N:16]=[CH:17][CH:18]=2)[NH:13][CH:12]=1)=[O:10])[C:21]#[N:22], predict the reactants needed to synthesize it. The reactants are: Br[C:2]1[CH:7]=[C:6]([Cl:8])[C:5]([C:9]([C:11]2[C:19]3[C:14](=[CH:15][N:16]=[CH:17][CH:18]=3)[NH:13][CH:12]=2)=[O:10])=[C:4]([Cl:20])[CH:3]=1.[CH3:21][N:22](C)C=O.